From a dataset of Full USPTO retrosynthesis dataset with 1.9M reactions from patents (1976-2016). Predict the reactants needed to synthesize the given product. Given the product [CH3:1][S:2][C:3]1[N:8]=[C:7]([C:9]2[S:13][CH:12]=[N:11][C:10]=2[C:14]2[CH:15]=[C:16]([NH2:20])[CH:17]=[CH:18][CH:19]=2)[CH:6]=[CH:5][N:4]=1, predict the reactants needed to synthesize it. The reactants are: [CH3:1][S:2][C:3]1[N:8]=[C:7]([C:9]2[S:13][CH:12]=[N:11][C:10]=2[C:14]2[CH:19]=[CH:18][CH:17]=[C:16]([N+:20]([O-])=O)[CH:15]=2)[CH:6]=[CH:5][N:4]=1.O.O.O.O.O.O.O.O.O.[S-2].[Na+].[Na+].